This data is from Full USPTO retrosynthesis dataset with 1.9M reactions from patents (1976-2016). The task is: Predict the reactants needed to synthesize the given product. (1) Given the product [CH:15]1([C:18]2[CH:19]=[C:20]([N+:27]([O-:29])=[O:28])[CH:21]=[C:22]3[C:26]=2[N:25]([C:2]2[N:7]=[CH:6][C:5]([CH3:8])=[CH:4][N:3]=2)[CH:24]=[CH:23]3)[CH2:17][CH2:16]1, predict the reactants needed to synthesize it. The reactants are: Cl[C:2]1[N:7]=[CH:6][C:5]([CH3:8])=[CH:4][N:3]=1.C(=O)([O-])[O-].[Cs+].[Cs+].[CH:15]1([C:18]2[CH:19]=[C:20]([N+:27]([O-:29])=[O:28])[CH:21]=[C:22]3[C:26]=2[NH:25][CH:24]=[CH:23]3)[CH2:17][CH2:16]1. (2) The reactants are: [C:1]([CH2:3][C:4]([OH:6])=O)#[N:2].CN(C(ON1N=NC2C=CC=NC1=2)=[N+](C)C)C.F[P-](F)(F)(F)(F)F.Cl.[NH2:32][C:33]1[N:41]=[CH:40][N:39]=[C:38]2[C:34]=1[N:35]([C:48]1[CH:53]=[CH:52][C:51]([O:54][C:55]3[CH:60]=[CH:59][CH:58]=[CH:57][CH:56]=3)=[CH:50][CH:49]=1)[C:36](=[O:47])[N:37]2[CH:42]1[CH2:46][CH2:45][NH:44][CH2:43]1.CCN(C(C)C)C(C)C. Given the product [NH2:32][C:33]1[N:41]=[CH:40][N:39]=[C:38]2[C:34]=1[N:35]([C:48]1[CH:49]=[CH:50][C:51]([O:54][C:55]3[CH:56]=[CH:57][CH:58]=[CH:59][CH:60]=3)=[CH:52][CH:53]=1)[C:36](=[O:47])[N:37]2[CH:42]1[CH2:46][CH2:45][N:44]([C:4](=[O:6])[CH2:3][C:1]#[N:2])[CH2:43]1, predict the reactants needed to synthesize it. (3) Given the product [OH:1][CH:2]([CH2:6][CH2:7][S:8][CH3:9])[C:3]([O:5][CH2:11][CH2:12][CH2:13][CH2:14][CH2:15][CH2:16][CH2:17][CH2:18][CH2:19][CH3:20])=[O:4], predict the reactants needed to synthesize it. The reactants are: [OH:1][CH:2]([CH2:6][CH2:7][S:8][CH3:9])[C:3]([OH:5])=[O:4].C.[CH2:11](O)[CH2:12][CH2:13][CH2:14][CH2:15][CH2:16][CH2:17][CH2:18][CH2:19][CH3:20].S([O-])(O)(=O)=O.[Na+]. (4) Given the product [Br:10][C:4]1[CH:3]=[C:2]([CH:7]=[C:6]([O:8][CH3:9])[CH:5]=1)[CH:19]=[O:20], predict the reactants needed to synthesize it. The reactants are: Br[C:2]1[CH:7]=[C:6]([O:8][CH3:9])[CH:5]=[C:4]([Br:10])[CH:3]=1.[Li]CCCC.CN([CH:19]=[O:20])C.O. (5) Given the product [F:1][C:2]([F:7])([F:6])[C:3]([OH:5])=[O:4].[F:28][C:22]1[C:23]([F:27])=[CH:24][CH:25]=[CH:26][C:21]=1[CH2:20][S:19][C:17]1[N:18]=[C:13]([NH:12][C@H:10]([CH3:11])[CH2:9][NH:8][CH2:40][CH2:39][OH:38])[C:14]2[S:31][C:30](=[O:32])[NH:29][C:15]=2[N:16]=1, predict the reactants needed to synthesize it. The reactants are: [F:1][C:2]([F:7])([F:6])[C:3]([OH:5])=[O:4].[NH2:8][CH2:9][C@H:10]([NH:12][C:13]1[C:14]2[S:31][C:30](=[O:32])[NH:29][C:15]=2[N:16]=[C:17]([S:19][CH2:20][C:21]2[CH:26]=[CH:25][CH:24]=[C:23]([F:27])[C:22]=2[F:28])[N:18]=1)[CH3:11].CC([Si](C)(C)[O:38][CH2:39][CH:40]=O)(C)C.C(O[BH-](OC(=O)C)OC(=O)C)(=O)C.[Na+].Cl.